From a dataset of NCI-60 drug combinations with 297,098 pairs across 59 cell lines. Regression. Given two drug SMILES strings and cell line genomic features, predict the synergy score measuring deviation from expected non-interaction effect. (1) Drug 1: CCC1(CC2CC(C3=C(CCN(C2)C1)C4=CC=CC=C4N3)(C5=C(C=C6C(=C5)C78CCN9C7C(C=CC9)(C(C(C8N6C=O)(C(=O)OC)O)OC(=O)C)CC)OC)C(=O)OC)O.OS(=O)(=O)O. Drug 2: CCN(CC)CCCC(C)NC1=C2C=C(C=CC2=NC3=C1C=CC(=C3)Cl)OC. Cell line: NCI-H460. Synergy scores: CSS=5.50, Synergy_ZIP=-0.536, Synergy_Bliss=2.59, Synergy_Loewe=1.42, Synergy_HSA=1.28. (2) Drug 1: CC12CCC3C(C1CCC2=O)CC(=C)C4=CC(=O)C=CC34C. Drug 2: C1CNP(=O)(OC1)N(CCCl)CCCl. Cell line: COLO 205. Synergy scores: CSS=60.0, Synergy_ZIP=1.29, Synergy_Bliss=-3.08, Synergy_Loewe=-23.5, Synergy_HSA=-4.41.